This data is from Forward reaction prediction with 1.9M reactions from USPTO patents (1976-2016). The task is: Predict the product of the given reaction. The product is: [CH2:1]([O:3][C:4](=[O:18])[CH2:5][C:11]1[N:12]=[N:13][C:14]([Cl:17])=[CH:15][CH:16]=1)[CH3:2]. Given the reactants [CH2:1]([O:3][C:4](=[O:18])[CH:5]([C:11]1[N:12]=[N:13][C:14]([Cl:17])=[CH:15][CH:16]=1)C(OCC)=O)[CH3:2].[Cl-].[Na+].CS(C)=O, predict the reaction product.